From a dataset of Forward reaction prediction with 1.9M reactions from USPTO patents (1976-2016). Predict the product of the given reaction. (1) Given the reactants [NH2:1][C:2]1[C:3]([C:9]([O:11]C)=[O:10])=[N:4][C:5]([Br:8])=[CH:6][N:7]=1.[Li+].[OH-].Cl, predict the reaction product. The product is: [NH2:1][C:2]1[C:3]([C:9]([OH:11])=[O:10])=[N:4][C:5]([Br:8])=[CH:6][N:7]=1. (2) Given the reactants [NH2:1][CH2:2][CH2:3][C:4]1[CH:9]=[CH:8][C:7]([OH:10])=[C:6]([O:11][CH3:12])[CH:5]=1.[CH:13]1([CH:16]=O)[CH2:15][CH2:14]1, predict the reaction product. The product is: [CH:13]1([CH2:16][NH:1][CH2:2][CH2:3][C:4]2[CH:9]=[CH:8][C:7]([OH:10])=[C:6]([O:11][CH3:12])[CH:5]=2)[CH2:15][CH2:14]1. (3) Given the reactants Cl[C:2]1[N:7]=[C:6]([NH:8][C@H:9]([CH2:13][CH3:14])[C:10]([NH2:12])=[O:11])[CH:5]=[N:4][C:3]=1[C:15]#[N:16].[O:17]1[CH:21]=[N:20][N:19]=[C:18]1[C:22]1[CH:28]=[CH:27][C:25]([NH2:26])=[CH:24][CH:23]=1.C([O-])([O-])=O.[K+].[K+].C1C=CC(P(C2C(C3C(P(C4C=CC=CC=4)C4C=CC=CC=4)=CC=C4C=3C=CC=C4)=C3C(C=CC=C3)=CC=2)C2C=CC=CC=2)=CC=1, predict the reaction product. The product is: [O:17]1[CH:21]=[N:20][N:19]=[C:18]1[C:22]1[CH:28]=[CH:27][C:25]([NH:26][C:2]2[N:7]=[C:6]([NH:8][C@H:9]([CH2:13][CH3:14])[C:10]([NH2:12])=[O:11])[CH:5]=[N:4][C:3]=2[C:15]#[N:16])=[CH:24][CH:23]=1. (4) The product is: [O:30]=[C:29]1[C:28]([CH2:27][C:24]2[CH:25]=[CH:26][C:21]([C:16]3[C:15]([C:13]#[N:14])=[CH:20][CH:19]=[CH:18][CH:17]=3)=[CH:22][CH:23]=2)=[C:34]([CH2:35][CH2:36][CH3:37])[N:12]2[N:11]=[N:10][CH:9]=[C:8]2[N:7]1[CH:4]1[CH2:5][CH2:6][O:1][CH2:2][CH2:3]1. Given the reactants [O:1]1[CH2:6][CH2:5][CH:4]([NH:7][C:8]2[NH:12][N:11]=[N:10][CH:9]=2)[CH2:3][CH2:2]1.[C:13]([C:15]1[CH:20]=[CH:19][CH:18]=[CH:17][C:16]=1[C:21]1[CH:26]=[CH:25][C:24]([CH2:27][CH:28]([C:34](=O)[CH2:35][CH2:36][CH3:37])[C:29](OCC)=[O:30])=[CH:23][CH:22]=1)#[N:14].N12CCCN=C1CCCCC2, predict the reaction product. (5) Given the reactants [Br:1][C:2]1[CH:3]=[CH:4][C:5]([F:11])=[C:6]([CH:10]=1)[C:7](Cl)=[O:8].[C:12]1([O:18][CH3:19])[CH:17]=[CH:16][CH:15]=[CH:14][CH:13]=1.[Cl-].[Cl-].[Cl-].[Al+3], predict the reaction product. The product is: [Br:1][C:2]1[CH:3]=[CH:4][C:5]([F:11])=[C:6]([C:7]([C:15]2[CH:16]=[CH:17][C:12]([O:18][CH3:19])=[CH:13][CH:14]=2)=[O:8])[CH:10]=1. (6) Given the reactants [Cl:1][C:2]1[CH:3]=[C:4]([NH:16][C:17]2[C:26]3[C:21](=[CH:22][C:23]([O:38][CH2:39][CH3:40])=[C:24]([NH:27][C:28](=[O:37])/[CH:29]=[CH:30]/[C@H:31]4[CH2:35][CH2:34][CH2:33][N:32]4[CH3:36])[CH:25]=3)[N:20]=[CH:19][C:18]=2[C:41]#[N:42])[CH:5]=[CH:6][C:7]=1[O:8][CH2:9][C:10]1[CH:15]=[CH:14][CH:13]=[CH:12][N:11]=1.[ClH:43].C(OCC)C, predict the reaction product. The product is: [ClH:1].[ClH:43].[Cl:1][C:2]1[CH:3]=[C:4]([NH:16][C:17]2[C:26]3[C:21](=[CH:22][C:23]([O:38][CH2:39][CH3:40])=[C:24]([NH:27][C:28](=[O:37])/[CH:29]=[CH:30]/[C@H:31]4[CH2:35][CH2:34][CH2:33][N:32]4[CH3:36])[CH:25]=3)[N:20]=[CH:19][C:18]=2[C:41]#[N:42])[CH:5]=[CH:6][C:7]=1[O:8][CH2:9][C:10]1[CH:15]=[CH:14][CH:13]=[CH:12][N:11]=1. (7) Given the reactants Cl[C:2]1[N:7]=[C:6]([CH3:8])[C:5]([CH:9]([CH2:14][CH2:15][CH3:16])[C:10]([O:12][CH3:13])=[O:11])=[C:4]([C:17]2[CH:22]=[CH:21][C:20]([CH3:23])=[CH:19][CH:18]=2)[N:3]=1.C(N(CC)C(C)C)(C)C.[I-].[Na+].[NH:35]1[C:43]2[C:38](=[CH:39][CH:40]=[CH:41][CH:42]=2)[CH2:37][CH2:36]1, predict the reaction product. The product is: [N:35]1([C:2]2[N:7]=[C:6]([CH3:8])[C:5]([CH:9]([CH2:14][CH2:15][CH3:16])[C:10]([O:12][CH3:13])=[O:11])=[C:4]([C:17]3[CH:22]=[CH:21][C:20]([CH3:23])=[CH:19][CH:18]=3)[N:3]=2)[C:43]2[C:38](=[CH:39][CH:40]=[CH:41][CH:42]=2)[CH2:37][CH2:36]1. (8) Given the reactants Br[C:2]1[CH:3]=[CH:4][C:5]2[O:9][C:8]([CH:10]3[CH2:15][CH2:14][N:13]([C:16]4[N:21]=[CH:20][C:19]([F:22])=[CH:18][N:17]=4)[CH2:12][CH2:11]3)=[N:7][C:6]=2[CH:23]=1.[CH3:24][C:25]1([CH3:41])[C:29]([CH3:31])([CH3:30])[O:28][B:27]([B:27]2[O:28][C:29]([CH3:31])([CH3:30])[C:25]([CH3:41])([CH3:24])[O:26]2)[O:26]1.C([O-])(=O)C.[K+].C(Cl)Cl, predict the reaction product. The product is: [F:22][C:19]1[CH:18]=[N:17][C:16]([N:13]2[CH2:14][CH2:15][CH:10]([C:8]3[O:9][C:5]4[CH:4]=[CH:3][C:2]([B:27]5[O:28][C:29]([CH3:31])([CH3:30])[C:25]([CH3:41])([CH3:24])[O:26]5)=[CH:23][C:6]=4[N:7]=3)[CH2:11][CH2:12]2)=[N:21][CH:20]=1. (9) Given the reactants [Br:1][C:2]1[CH:18]=[CH:17][C:5]([O:6][C:7]([F:16])([F:15])[CH:8]2[CH2:13][CH2:12][C:11](=[O:14])[CH2:10][CH2:9]2)=[CH:4][CH:3]=1.[BH4-].[Na+], predict the reaction product. The product is: [Br:1][C:2]1[CH:3]=[CH:4][C:5]([O:6][C:7]([F:15])([F:16])[C@H:8]2[CH2:9][CH2:10][C@H:11]([OH:14])[CH2:12][CH2:13]2)=[CH:17][CH:18]=1. (10) The product is: [Br:1][C:2]1[CH:11]=[CH:10][C:9]2[O:8][C@@H:7]3[CH2:12][CH2:13][O:14][C@H:15]([CH3:16])[C@H:6]3[C:5](=[O:20])[C:4]=2[CH:3]=1. Given the reactants [Br:1][C:2]1[CH:11]=[CH:10][C:9]2[O:8][C@@H:7]3[CH2:12][CH:13](OCC)[O:14][C@H:15]([CH3:16])[C@H:6]3[C:5](=[O:20])[C:4]=2[CH:3]=1.C([SiH](CC)CC)C.B(F)(F)F, predict the reaction product.